The task is: Predict the reaction yield, written as a fraction of the theoretical maximum amount of product (1.0 means a 100% yield; for example, 0.34 means a 34% yield).. This data is from Reaction yield outcomes from USPTO patents with 853,638 reactions. The reactants are [C:1](#[N:3])[CH3:2].[H-].[Na+].C[O:7][C:8](=O)[C:9]1[CH:14]=[CH:13][C:12]([C:15]#[N:16])=[CH:11][CH:10]=1. The catalyst is O1CCCC1. The product is [C:1]([CH2:2][C:8]([C:9]1[CH:14]=[CH:13][C:12]([C:15]#[N:16])=[CH:11][CH:10]=1)=[O:7])#[N:3]. The yield is 0.930.